The task is: Predict the reactants needed to synthesize the given product.. This data is from Full USPTO retrosynthesis dataset with 1.9M reactions from patents (1976-2016). (1) Given the product [Cl:39][C:38]1[CH:37]=[CH:36][C:4]([C:5]([N:7]([CH:9]2[CH:13]([C:14]3[CH:19]=[CH:18][C:17]([Cl:20])=[C:16]([Cl:21])[CH:15]=3)[CH2:12][N:11]([C:22]([CH:24]3[CH2:29][CH2:28][N:27]([C:30]([C:32]4([CH3:35])[CH2:34][CH2:33]4)=[O:31])[CH2:26][CH2:25]3)=[O:23])[CH2:10]2)[CH3:8])=[O:6])=[CH:3][C:2]=1[CH2:40][CH3:41], predict the reactants needed to synthesize it. The reactants are: Br[C:2]1[CH:3]=[C:4]([CH:36]=[CH:37][C:38]=1[Cl:39])[C:5]([N:7]([CH:9]1[CH:13]([C:14]2[CH:19]=[CH:18][C:17]([Cl:20])=[C:16]([Cl:21])[CH:15]=2)[CH2:12][N:11]([C:22]([CH:24]2[CH2:29][CH2:28][N:27]([C:30]([C:32]3([CH3:35])[CH2:34][CH2:33]3)=[O:31])[CH2:26][CH2:25]2)=[O:23])[CH2:10]1)[CH3:8])=[O:6].[CH2:40]([Zn]CC)[CH3:41]. (2) The reactants are: [NH2:1][C:2]1[C:7]([C:8]([NH2:10])=[O:9])=[C:6]([N:11]2[CH2:16][CH2:15][CH:14]([C:17]3[N:18]([CH3:33])[CH:19]=[C:20]([C:22]4[CH:27]=[CH:26][C:25]([F:28])=[C:24]([C:29](F)(F)F)[CH:23]=4)[N:21]=3)[CH2:13][CH2:12]2)[N:5]=[CH:4][N:3]=1.NC1C(C#N)=C(N2CCC(C3N(C[CH2:63][OH:64])C=C(C4C=CC(F)=C(C)C=4)N=3)CC2)N=CN=1. Given the product [NH2:1][C:2]1[C:7]([C:8]([NH2:10])=[O:9])=[C:6]([N:11]2[CH2:16][CH2:15][CH:14]([C:17]3[N:18]([CH2:33][CH2:63][OH:64])[CH:19]=[C:20]([C:22]4[CH:27]=[CH:26][C:25]([F:28])=[C:24]([CH3:29])[CH:23]=4)[N:21]=3)[CH2:13][CH2:12]2)[N:5]=[CH:4][N:3]=1, predict the reactants needed to synthesize it. (3) Given the product [CH3:16][N:17]([CH:19]=[C:11]1[C:10](=[O:15])[C:4]2[NH:5][C:6]3[C:2]([C:3]=2[CH2:14][CH2:13][CH2:12]1)=[CH:1][CH:9]=[CH:8][CH:7]=3)[CH3:18], predict the reactants needed to synthesize it. The reactants are: [CH:1]1[CH:9]=[CH:8][CH:7]=[C:6]2[C:2]=1[C:3]1[CH2:14][CH2:13][CH2:12][CH2:11][C:10](=[O:15])[C:4]=1[NH:5]2.[CH3:16][N:17]([CH:19](N(C)C)N(C)C)[CH3:18].CN(C)C=O.